Dataset: Catalyst prediction with 721,799 reactions and 888 catalyst types from USPTO. Task: Predict which catalyst facilitates the given reaction. (1) Reactant: [OH-].[Na+].[C:3]([C@H:7]1[CH2:12][CH2:11][C@H:10]([O:13][C:14]2[CH:23]=[C:22]([C:24]([F:27])([F:26])[F:25])[C:21]3[C:16](=[CH:17][CH:18]=[CH:19][CH:20]=3)[C:15]=2[CH2:28][N:29]2[CH2:34][CH2:33][CH:32]([C:35]([O:37]CC)=[O:36])[CH2:31][CH2:30]2)[CH2:9][CH2:8]1)([CH3:6])([CH3:5])[CH3:4]. Product: [C:3]([C@H:7]1[CH2:12][CH2:11][C@H:10]([O:13][C:14]2[CH:23]=[C:22]([C:24]([F:26])([F:27])[F:25])[C:21]3[C:16](=[CH:17][CH:18]=[CH:19][CH:20]=3)[C:15]=2[CH2:28][N:29]2[CH2:34][CH2:33][CH:32]([C:35]([OH:37])=[O:36])[CH2:31][CH2:30]2)[CH2:9][CH2:8]1)([CH3:6])([CH3:4])[CH3:5]. The catalyst class is: 8. (2) Reactant: C(OCC)C.C([Mg]Br)C.[C:10]1([S:16]([N:19]2[C:27]3[C:22](=[CH:23][C:24]([F:29])=[CH:25][C:26]=3[F:28])[C:21](I)=[CH:20]2)(=[O:18])=[O:17])[CH:15]=[CH:14][CH:13]=[CH:12][CH:11]=1.[CH2:31]([N:38]([CH2:43][C:44]1[CH:49]=[CH:48][CH:47]=[CH:46][CH:45]=1)[C@@H:39]([CH3:42])[CH:40]=[O:41])[C:32]1[CH:37]=[CH:36][CH:35]=[CH:34][CH:33]=1. Product: [CH2:43]([N:38]([CH:39]([CH3:42])[CH:40]([C:21]1[C:22]2[C:27](=[C:26]([F:28])[CH:25]=[C:24]([F:29])[CH:23]=2)[N:19]([S:16]([C:10]2[CH:15]=[CH:14][CH:13]=[CH:12][CH:11]=2)(=[O:18])=[O:17])[CH:20]=1)[OH:41])[CH2:31][C:32]1[CH:37]=[CH:36][CH:35]=[CH:34][CH:33]=1)[C:44]1[CH:49]=[CH:48][CH:47]=[CH:46][CH:45]=1. The catalyst class is: 7. (3) Reactant: [CH3:1][C:2]1[N:7]=[C:6]([NH:8][C:9]2[C:10](=[O:25])[N:11]([CH3:24])[CH:12]=[C:13](B3OC(C)(C)C(C)(C)O3)[CH:14]=2)[CH:5]=[C:4]([CH3:26])[N:3]=1.Cl[C:28]1[CH:33]=[CH:32][N:31]=[C:30]([N:34]2[CH2:45][CH2:44][N:43]3[C:36](=[CH:37][C:38]4[CH2:39][C:40]([CH3:47])([CH3:46])[CH2:41][C:42]=43)[C:35]2=[O:48])[C:29]=1[CH:49]=[O:50].C([O-])(=O)C.[Na+].[O-]P([O-])([O-])=O.[K+].[K+].[K+]. Product: [CH3:46][C:40]1([CH3:47])[CH2:39][C:38]2[CH:37]=[C:36]3[N:43]([CH2:44][CH2:45][N:34]([C:30]4[C:29]([CH:49]=[O:50])=[C:28]([C:13]5[CH:14]=[C:9]([NH:8][C:6]6[CH:5]=[C:4]([CH3:26])[N:3]=[C:2]([CH3:1])[N:7]=6)[C:10](=[O:25])[N:11]([CH3:24])[CH:12]=5)[CH:33]=[CH:32][N:31]=4)[C:35]3=[O:48])[C:42]=2[CH2:41]1. The catalyst class is: 543. (4) Reactant: C([O:3][C:4](=[O:22])[C:5]1[CH:17]=[C:16]([CH:18]=[C:19]([F:21])[F:20])[CH:15]=[C:7]([C:8]([N:10]([CH3:14])[CH2:11][CH2:12][CH3:13])=[O:9])[CH:6]=1)C.[OH-].[Li+].Cl. Product: [F:20][C:19]([F:21])=[CH:18][C:16]1[CH:15]=[C:7]([C:8]([N:10]([CH3:14])[CH2:11][CH2:12][CH3:13])=[O:9])[CH:6]=[C:5]([CH:17]=1)[C:4]([OH:22])=[O:3]. The catalyst class is: 1. (5) Reactant: [NH2:1][C:2]1([C:8]([NH:10][CH2:11][CH2:12][C:13]2[C:21]3[C:16](=[CH:17][CH:18]=[C:19]([F:22])[CH:20]=3)[NH:15][CH:14]=2)=[O:9])[CH2:7][CH2:6][CH2:5][CH2:4][CH2:3]1.[Br:23][C:24]1[CH:25]=[C:26]([CH:32]=[CH:33][C:34]=1[F:35])[CH:27]=[CH:28][C:29](O)=[O:30].C(N(C(C)C)CC)(C)C.F[P-](F)(F)(F)(F)F.N1(OC(N(C)C)=[N+](C)C)C2N=CC=CC=2N=N1. Product: [Br:23][C:24]1[CH:25]=[C:26](/[CH:27]=[CH:28]/[C:29]([NH:1][C:2]2([C:8]([NH:10][CH2:11][CH2:12][C:13]3[C:21]4[C:16](=[CH:17][CH:18]=[C:19]([F:22])[CH:20]=4)[NH:15][CH:14]=3)=[O:9])[CH2:7][CH2:6][CH2:5][CH2:4][CH2:3]2)=[O:30])[CH:32]=[CH:33][C:34]=1[F:35]. The catalyst class is: 3. (6) Reactant: Cl[CH2:2][C:3]([C:5]1[C:6]([CH:14]([CH3:16])[CH3:15])=[N:7][N:8]2[CH:13]=[CH:12][CH:11]=[CH:10][C:9]=12)=O.[NH2:17][C:18]([NH2:20])=[S:19].CC(O)=O. Product: [CH:14]([C:6]1[C:5]([C:3]2[NH:17][C:18](=[S:19])[NH:20][CH:2]=2)=[C:9]2[CH:10]=[CH:11][CH:12]=[CH:13][N:8]2[N:7]=1)([CH3:16])[CH3:15]. The catalyst class is: 12. (7) Reactant: [CH3:1][O:2][C:3]([C:5]1[S:19][C:8]2[C:9]3[CH:10]=[CH:11][C:12]([C:16]([OH:18])=O)=[CH:13][C:14]=3[S:15][C:7]=2[C:6]=1[O:20][CH2:21][C:22]([O:24][CH2:25][CH3:26])=[O:23])=[O:4].C(N1C=CN=C1)(N1C=CN=C1)=O.[CH2:39]([NH2:46])[C:40]1[CH:45]=[CH:44][CH:43]=[CH:42][CH:41]=1. Product: [CH3:1][O:2][C:3]([C:5]1[S:19][C:8]2[C:9]3[CH:10]=[CH:11][C:12]([C:16](=[O:18])[NH:46][CH2:39][C:40]4[CH:45]=[CH:44][CH:43]=[CH:42][CH:41]=4)=[CH:13][C:14]=3[S:15][C:7]=2[C:6]=1[O:20][CH2:21][C:22]([O:24][CH2:25][CH3:26])=[O:23])=[O:4]. The catalyst class is: 1.